This data is from Peptide-MHC class I binding affinity with 185,985 pairs from IEDB/IMGT. The task is: Regression. Given a peptide amino acid sequence and an MHC pseudo amino acid sequence, predict their binding affinity value. This is MHC class I binding data. (1) The peptide sequence is CADGTRHTY. The MHC is Patr-B0101 with pseudo-sequence Patr-B0101. The binding affinity (normalized) is 0.331. (2) The peptide sequence is SLIYYQNEV. The MHC is HLA-A02:06 with pseudo-sequence HLA-A02:06. The binding affinity (normalized) is 0.552. (3) The peptide sequence is SPNLAWPLIV. The MHC is HLA-B07:02 with pseudo-sequence HLA-B07:02. The binding affinity (normalized) is 0.555. (4) The MHC is HLA-B07:02 with pseudo-sequence HLA-B07:02. The peptide sequence is IYHPQQFVYA. The binding affinity (normalized) is 0.145. (5) The peptide sequence is AFGLYKSIN. The MHC is HLA-A02:01 with pseudo-sequence HLA-A02:01. The binding affinity (normalized) is 0.